From a dataset of Reaction yield outcomes from USPTO patents with 853,638 reactions. Predict the reaction yield, written as a fraction of the theoretical maximum amount of product (1.0 means a 100% yield; for example, 0.34 means a 34% yield). (1) The reactants are [CH3:1][S:2]([NH2:5])(=[O:4])=[O:3].[H-].[Na+].[CH3:8][C:9]1([CH3:31])[CH2:18][C:17]2[C:12](=[CH:13][CH:14]=[C:15]([C:19](O)=[O:20])[CH:16]=2)[NH:11][CH:10]1[C:22]1[CH:27]=[CH:26][CH:25]=[C:24]([N+:28]([O-:30])=[O:29])[CH:23]=1.C(N1C=CN=C1)(N1C=CN=C1)=O. The catalyst is CN(C)C=O. The product is [CH3:8][C:9]1([CH3:31])[CH2:18][C:17]2[C:12](=[CH:13][CH:14]=[C:15]([C:19]([NH:5][S:2]([CH3:1])(=[O:4])=[O:3])=[O:20])[CH:16]=2)[NH:11][CH:10]1[C:22]1[CH:27]=[CH:26][CH:25]=[C:24]([N+:28]([O-:30])=[O:29])[CH:23]=1. The yield is 0.900. (2) The reactants are Cl.[Br:2][C:3]1[CH:11]=[CH:10][C:6]([C:7]([NH2:9])=[NH:8])=[C:5]([F:12])[CH:4]=1.C(=O)([O-])O.[K+].O.Br[CH2:20][C:21]([C:23]1[N:24]([CH:28]([CH3:30])[CH3:29])[N:25]=[CH:26][N:27]=1)=O. The catalyst is C1COCC1. The product is [Br:2][C:3]1[CH:11]=[CH:10][C:6]([C:7]2[NH:9][CH:20]=[C:21]([C:23]3[N:24]([CH:28]([CH3:30])[CH3:29])[N:25]=[CH:26][N:27]=3)[N:8]=2)=[C:5]([F:12])[CH:4]=1. The yield is 0.740. (3) The reactants are [Cl:1][C:2]1[CH:3]=[C:4]([C:8]2[CH:9]=[C:10]3[C:15](=[O:16])[NH:14][CH2:13][CH:12]([CH2:17][C:18]([O:20]CC)=[O:19])[N:11]3[CH:23]=2)[CH:5]=[CH:6][CH:7]=1.[OH-].[Li+]. The catalyst is O1CCCC1.O. The product is [Cl:1][C:2]1[CH:3]=[C:4]([C:8]2[CH:9]=[C:10]3[C:15](=[O:16])[NH:14][CH2:13][CH:12]([CH2:17][C:18]([OH:20])=[O:19])[N:11]3[CH:23]=2)[CH:5]=[CH:6][CH:7]=1. The yield is 0.850. (4) The reactants are [CH3:1][O:2][C:3]1[CH:4]=[C:5]([CH:9]=[CH:10][CH:11]=1)[CH2:6]CN.[C:12](=[O:15])([O-:14])[O-].[Cs+].[Cs+].[CH2:18](Br)[CH:19]=[CH:20][C:21]1[CH:26]=[CH:25][CH:24]=[CH:23][CH:22]=1.[CH3:28][N:29](C=[O:32])C. The catalyst is O. The product is [C:3]([OH:2])(=[O:32])/[CH:11]=[CH:10]/[C:12]([OH:14])=[O:15].[CH3:1][O:2][C:3]1[CH:11]=[CH:10][C:9]2[CH:20]([C:21]3[CH:26]=[CH:25][CH:24]=[CH:23][CH:22]=3)[CH2:19][CH2:18][N:29]([CH3:28])[CH2:6][C:5]=2[CH:4]=1. The yield is 0.580. (5) The reactants are P(Cl)(Cl)([Cl:3])=O.[Cl:6][C:7]1[CH:12]=[C:11]([C:13]([F:16])([F:15])[F:14])[CH:10]=[C:9]([Cl:17])[C:8]=1[NH:18][NH:19][C:20](=O)[CH2:21][Cl:22]. The catalyst is C1(C)C=CC=CC=1. The product is [Cl:6][C:7]1[CH:12]=[C:11]([C:13]([F:16])([F:15])[F:14])[CH:10]=[C:9]([Cl:17])[C:8]=1[NH:18][N:19]=[C:20]([Cl:3])[CH2:21][Cl:22]. The yield is 0.900. (6) The reactants are [CH3:1][Si:2]([CH3:10])([CH3:9])[O:3][C:4]([CH3:8])([C:6]#[CH:7])[CH3:5].[CH3:11][C:12]1([CH3:19])[C:16]([CH3:18])([CH3:17])[O:15][BH:14][O:13]1.C12BC(CCC1)CCC2. The catalyst is O1CCCC1. The product is [CH3:1][Si:2]([CH3:10])([CH3:9])[O:3][C:4]([CH3:8])(/[CH:6]=[CH:7]/[B:14]1[O:15][C:16]([CH3:18])([CH3:17])[C:12]([CH3:19])([CH3:11])[O:13]1)[CH3:5]. The yield is 0.220.